This data is from Drug-target binding data from BindingDB using Ki measurements. The task is: Regression. Given a target protein amino acid sequence and a drug SMILES string, predict the binding affinity score between them. We predict pKi (pKi = -log10(Ki in M); higher means stronger inhibition). Dataset: bindingdb_ki. The compound is c1ccc2c(c1)OCC(C1=NCCN1)O2. The target protein sequence is MGSLQPDSGNASWNGTEGPGGGTRATPYSLQVTVTLVCLVGLLILLTVFGNVLVIIAVFTSRALKAPQNLFLVSLASADILVATLVIPFSLANEVMGYWYFGKAWCEIYLALDVLFCTSSIVHLCAISLDRYWSITQAIEYNLKRTPRRIKAIIVTVWVISAVISFPPLISFEKAGGGGQQPAEPRCEINDQKWYVISSSIGSFFAPCLIMILVYVRIYQIAKRRTRVPPSRRGPDAHAAAPPGGAERRPNGLGLERGVGPGGAEAEPLPTQVNGAPGEPAPAGPRDAEALDLEESSSSEHAERPPGARRPERGLRAKSKARASQVKPGDSLPRRAPGAAGSGTSGSGPGEERGGGAKASRWRGRQNREKRFTFVLAVVIGVFVVCWFPFFFTYTLTAVGCSVPRTLFKFFFWFGYCNSSLNPVIYTIFNHDFRRAFKKILCRGDRKRIV. The pKi is 8.5.